Predict which catalyst facilitates the given reaction. From a dataset of Catalyst prediction with 721,799 reactions and 888 catalyst types from USPTO. (1) Reactant: [N+:1]([C:4]1[CH:5]=[CH:6][C:7]([S:10][S:11][C:12]2[CH:17]=CC([N+]([O-])=O)=CN=2)=[N:8][CH:9]=1)([O-:3])=[O:2].SCC[OH:24]. Product: [N+:1]([C:4]1[CH:5]=[CH:6][C:7]([S:10][S:11][CH2:12][CH2:17][OH:24])=[N:8][CH:9]=1)([O-:3])=[O:2]. The catalyst class is: 61. (2) Reactant: [Br:1][C:2]1[CH:7]=[CH:6][C:5]([NH:8][C:9]2[C:17]([C:18]([OH:20])=O)=[CH:16][CH:15]=[C:14]3[C:10]=2[CH:11]=[N:12][NH:13]3)=[C:4]([F:21])[CH:3]=1.Cl.[NH2:23][O:24][CH2:25][C@@H:26]([OH:28])[CH3:27].CCN=C=NCCCN(C)C.C1C=CC2N(O)N=NC=2C=1.CCN(C(C)C)C(C)C. Product: [OH:28][C@@H:26]([CH3:27])[CH2:25][O:24][NH:23][C:18]([C:17]1[C:9]([NH:8][C:5]2[CH:6]=[CH:7][C:2]([Br:1])=[CH:3][C:4]=2[F:21])=[C:10]2[C:14](=[CH:15][CH:16]=1)[NH:13][N:12]=[CH:11]2)=[O:20]. The catalyst class is: 3. (3) Reactant: [Br:1][C:2]1[CH:10]=[C:9]2[C:5]([C:6]([CH3:11])=[N:7][NH:8]2)=[CH:4][CH:3]=1.[H-].[Na+].I[CH3:15].O.[Cl-].[Na+].O. Product: [Br:1][C:2]1[CH:10]=[C:9]2[C:5]([C:6]([CH3:11])=[N:7][N:8]2[CH3:15])=[CH:4][CH:3]=1.[Br:1][C:2]1[CH:3]=[CH:4][C:5]2[C:9]([CH:10]=1)=[N:8][N:7]([CH3:15])[C:6]=2[CH3:11]. The catalyst class is: 9. (4) Reactant: [CH:1]1([C:6]2[C:10]3[CH2:11][N:12](C(OC(C)(C)C)=O)[C@H:13]([CH3:15])[CH2:14][C:9]=3[NH:8][N:7]=2)[CH2:5][CH2:4][CH2:3][CH2:2]1.Cl.O1CCOCC1. Product: [CH:1]1([C:6]2[C:10]3[CH2:11][NH:12][C@H:13]([CH3:15])[CH2:14][C:9]=3[NH:8][N:7]=2)[CH2:2][CH2:3][CH2:4][CH2:5]1. The catalyst class is: 12. (5) Reactant: [C:1]1([C@H:7]([NH:9][C:10]2[CH2:15][CH2:14][N:13]([C:16]([O:18][C:19]([CH3:22])([CH3:21])[CH3:20])=[O:17])[CH2:12][C:11]=2[C:23]([O:25][CH2:26][CH3:27])=[O:24])[CH3:8])[CH:6]=[CH:5][CH:4]=[CH:3][CH:2]=1.C(#N)C.[BH-](OC(C)=O)(OC(C)=O)OC(C)=O.[Na+]. Product: [C:1]1([C@H:7]([NH:9][C@@H:10]2[CH2:15][CH2:14][N:13]([C:16]([O:18][C:19]([CH3:22])([CH3:20])[CH3:21])=[O:17])[CH2:12][C@@H:11]2[C:23]([O:25][CH2:26][CH3:27])=[O:24])[CH3:8])[CH:6]=[CH:5][CH:4]=[CH:3][CH:2]=1. The catalyst class is: 15. (6) Reactant: [OH:1][CH:2]([C:23]1[C:32]2[O:31][CH2:30][C:29](=[O:33])[NH:28][C:27]=2[CH:26]=[C:25]([OH:34])[CH:24]=1)[CH2:3][NH:4][C:5]1([CH2:8][CH2:9][N:10]2[C:15]3[CH:16]=[CH:17][CH:18]=[CH:19][C:14]=3[C:13]([CH3:21])([CH3:20])[O:12][CH:11]2[OH:22])[CH2:7][CH2:6]1.[H][H]. Product: [OH:1][CH:2]([C:23]1[C:32]2[O:31][CH2:30][C:29](=[O:33])[NH:28][C:27]=2[CH:26]=[C:25]([OH:34])[CH:24]=1)[CH2:3][NH:4][C:5]1([CH2:8][CH2:9][N:10]2[C:15]3[CH:16]=[CH:17][CH:18]=[CH:19][C:14]=3[C:13]([CH3:21])([CH3:20])[O:12][C:11]2=[O:22])[CH2:6][CH2:7]1. The catalyst class is: 19.